Dataset: NCI-60 drug combinations with 297,098 pairs across 59 cell lines. Task: Regression. Given two drug SMILES strings and cell line genomic features, predict the synergy score measuring deviation from expected non-interaction effect. (1) Synergy scores: CSS=8.28, Synergy_ZIP=-4.16, Synergy_Bliss=-4.75, Synergy_Loewe=-19.6, Synergy_HSA=-7.99. Drug 2: CC(C)NC(=O)C1=CC=C(C=C1)CNNC.Cl. Drug 1: C1=CC(=CC=C1CCC2=CNC3=C2C(=O)NC(=N3)N)C(=O)NC(CCC(=O)O)C(=O)O. Cell line: NCI/ADR-RES. (2) Drug 1: C1=C(C(=O)NC(=O)N1)F. Drug 2: B(C(CC(C)C)NC(=O)C(CC1=CC=CC=C1)NC(=O)C2=NC=CN=C2)(O)O. Cell line: SK-MEL-28. Synergy scores: CSS=25.8, Synergy_ZIP=3.56, Synergy_Bliss=2.53, Synergy_Loewe=0.167, Synergy_HSA=0.171. (3) Cell line: RPMI-8226. Drug 1: CC1C(C(=O)NC(C(=O)N2CCCC2C(=O)N(CC(=O)N(C(C(=O)O1)C(C)C)C)C)C(C)C)NC(=O)C3=C4C(=C(C=C3)C)OC5=C(C(=O)C(=C(C5=N4)C(=O)NC6C(OC(=O)C(N(C(=O)CN(C(=O)C7CCCN7C(=O)C(NC6=O)C(C)C)C)C)C(C)C)C)N)C. Synergy scores: CSS=24.7, Synergy_ZIP=-3.18, Synergy_Bliss=2.56, Synergy_Loewe=4.70, Synergy_HSA=4.25. Drug 2: CCC1=C2CN3C(=CC4=C(C3=O)COC(=O)C4(CC)O)C2=NC5=C1C=C(C=C5)O. (4) Drug 1: CC1=C(C=C(C=C1)NC(=O)C2=CC=C(C=C2)CN3CCN(CC3)C)NC4=NC=CC(=N4)C5=CN=CC=C5. Drug 2: CC1=C(N=C(N=C1N)C(CC(=O)N)NCC(C(=O)N)N)C(=O)NC(C(C2=CN=CN2)OC3C(C(C(C(O3)CO)O)O)OC4C(C(C(C(O4)CO)O)OC(=O)N)O)C(=O)NC(C)C(C(C)C(=O)NC(C(C)O)C(=O)NCCC5=NC(=CS5)C6=NC(=CS6)C(=O)NCCC[S+](C)C)O. Cell line: SF-539. Synergy scores: CSS=41.6, Synergy_ZIP=2.88, Synergy_Bliss=3.19, Synergy_Loewe=-24.6, Synergy_HSA=4.87.